The task is: Predict the reaction yield, written as a fraction of the theoretical maximum amount of product (1.0 means a 100% yield; for example, 0.34 means a 34% yield).. This data is from Reaction yield outcomes from USPTO patents with 853,638 reactions. (1) The product is [NH2:1][N:2]1[CH:6]=[CH:5][CH:4]=[C:3]1[C:7]([NH2:8])=[O:9]. The catalyst is O. The yield is 0.870. The reactants are [NH2:1][N:2]1[CH:6]=[CH:5][CH:4]=[C:3]1[C:7]#[N:8].[OH-:9].[K+].OO. (2) The reactants are [C:1]([C:3]1[CH:4]=[C:5]([CH:26]=[CH:27][CH:28]=1)[C:6]([NH:8][C:9]1[N:20]([CH2:21][CH2:22][CH2:23][O:24][CH3:25])[C:12]2=[N:13][CH:14]=[C:15]([C:17]([OH:19])=O)[CH:16]=[C:11]2[N:10]=1)=[O:7])#[N:2].C1C=[C:33]2[N:35]=NN(O)[C:32]2=[CH:31][CH:30]=1.O.C(Cl)CCl.C(N)CCC. The catalyst is C(Cl)Cl.C([O-])(O)=O.[Na+]. The product is [CH2:33]([NH:35][C:17]([C:15]1[CH:16]=[C:11]2[N:10]=[C:9]([NH:8][C:6](=[O:7])[C:5]3[CH:26]=[CH:27][CH:28]=[C:3]([C:1]#[N:2])[CH:4]=3)[N:20]([CH2:21][CH2:22][CH2:23][O:24][CH3:25])[C:12]2=[N:13][CH:14]=1)=[O:19])[CH2:32][CH2:31][CH3:30]. The yield is 0.700.